From a dataset of Peptide-MHC class I binding affinity with 185,985 pairs from IEDB/IMGT. Regression. Given a peptide amino acid sequence and an MHC pseudo amino acid sequence, predict their binding affinity value. This is MHC class I binding data. (1) The MHC is HLA-A32:07 with pseudo-sequence HLA-A32:07. The binding affinity (normalized) is 0.376. The peptide sequence is YTFTSLFSL. (2) The peptide sequence is YFNTHDVYF. The MHC is HLA-C04:01 with pseudo-sequence HLA-C04:01. The binding affinity (normalized) is 0.728. (3) The peptide sequence is GQWDGWVWL. The MHC is HLA-B15:01 with pseudo-sequence HLA-B15:01. The binding affinity (normalized) is 0.508. (4) The peptide sequence is TYGWNLVKL. The MHC is HLA-A24:03 with pseudo-sequence HLA-A24:03. The binding affinity (normalized) is 0.876.